From a dataset of Plasma protein binding rate (PPBR) regression data from AstraZeneca. Regression/Classification. Given a drug SMILES string, predict its absorption, distribution, metabolism, or excretion properties. Task type varies by dataset: regression for continuous measurements (e.g., permeability, clearance, half-life) or binary classification for categorical outcomes (e.g., BBB penetration, CYP inhibition). For this dataset (ppbr_az), we predict Y. The drug is Cc1nc(C(=O)[C@H](C)Oc2ccc(SCCCCCc3ccccc3)cc2)sc1CCCC(=O)O. The Y is 99.3 %.